The task is: Predict the reaction yield, written as a fraction of the theoretical maximum amount of product (1.0 means a 100% yield; for example, 0.34 means a 34% yield).. This data is from Reaction yield outcomes from USPTO patents with 853,638 reactions. The reactants are [C:1](O)(=[O:17])[CH2:2][CH2:3][CH2:4][CH2:5][CH2:6][CH2:7][CH2:8][CH2:9][CH2:10][CH2:11][CH2:12][CH2:13][CH2:14][CH2:15][CH3:16].[CH3:19][CH2:20][CH2:21][CH2:22][CH2:23][CH2:24][CH2:25][CH2:26][CH2:27][CH2:28][CH2:29][CH2:30][CH2:31]/[CH:32]=[CH:33]/[C@@H:34]([OH:39])[C@@H:35]([NH2:38])[CH2:36][OH:37].F[P-](F)(F)(F)(F)F.N1(OC(N(C)C)=[N+](C)C)C2C=CC=CC=2N=N1.C(N(CC)CC)C.C(O)(=O)CC(CC(O)=O)(C(O)=O)O. The catalyst is O1CCCC1.CN(C)C=O. The product is [CH3:16][CH2:15][CH2:14][CH2:13][CH2:12][CH2:11][CH2:10][CH2:9][CH2:8][CH2:7][CH2:6][CH2:5][CH2:4][CH2:3][CH2:2][C:1]([NH:38][C@H:35]([C@H:34]([OH:39])/[CH:33]=[CH:32]/[CH2:31][CH2:30][CH2:29][CH2:28][CH2:27][CH2:26][CH2:25][CH2:24][CH2:23][CH2:22][CH2:21][CH2:20][CH3:19])[CH2:36][OH:37])=[O:17]. The yield is 0.800.